Dataset: Forward reaction prediction with 1.9M reactions from USPTO patents (1976-2016). Task: Predict the product of the given reaction. Given the reactants Cl[C:2]([O:4][CH3:5])=[O:3].C(OC([NH:13][CH:14]1[CH2:18][CH2:17][NH:16][CH2:15]1)=O)(C)(C)C.C(N(CC)CC)C.[OH-], predict the reaction product. The product is: [CH3:5][O:4][C:2]([N:16]1[CH2:17][CH2:18][CH:14]([NH2:13])[CH2:15]1)=[O:3].